The task is: Predict the reactants needed to synthesize the given product.. This data is from Full USPTO retrosynthesis dataset with 1.9M reactions from patents (1976-2016). (1) Given the product [CH3:1][S:2]([C:3]1[CH:9]=[CH:8][C:6]([NH2:7])=[CH:5][CH:4]=1)=[O:18], predict the reactants needed to synthesize it. The reactants are: [CH3:1][S:2][C:3]1[CH:9]=[CH:8][C:6]([NH2:7])=[CH:5][CH:4]=1.ClC1C=CC=C(C(OO)=[O:18])C=1.C(Cl)(Cl)Cl. (2) Given the product [ClH:38].[F:35][C:30]1[CH:31]=[CH:32][CH:33]=[CH:34][C:29]=1[C:28]1[CH:27]=[C:26]2[C:17]([N:18]3[C:23]([CH2:24][O:25]2)=[N:22][NH:21][C:20](=[O:36])[CH:19]3[CH3:37])=[CH:16][C:15]=1[NH:14][C:10]1([CH3:13])[CH2:11][CH2:12][NH:8][CH2:9]1, predict the reactants needed to synthesize it. The reactants are: C(OC([N:8]1[CH2:12][CH2:11][C:10]([NH:14][C:15]2[CH:16]=[C:17]3[C:26](=[CH:27][C:28]=2[C:29]2[CH:34]=[CH:33][CH:32]=[CH:31][C:30]=2[F:35])[O:25][CH2:24][C:23]2[N:18]3[CH:19]([CH3:37])[C:20](=[O:36])[NH:21][N:22]=2)([CH3:13])[CH2:9]1)=O)(C)(C)C.[ClH:38].